From a dataset of Peptide-MHC class I binding affinity with 185,985 pairs from IEDB/IMGT. Regression. Given a peptide amino acid sequence and an MHC pseudo amino acid sequence, predict their binding affinity value. This is MHC class I binding data. (1) The binding affinity (normalized) is 0.321. The MHC is HLA-B54:01 with pseudo-sequence HLA-B54:01. The peptide sequence is SPVTVKNVF. (2) The peptide sequence is LNWFEIWIV. The MHC is HLA-A02:01 with pseudo-sequence HLA-A02:01. The binding affinity (normalized) is 0.0847.